Dataset: Full USPTO retrosynthesis dataset with 1.9M reactions from patents (1976-2016). Task: Predict the reactants needed to synthesize the given product. (1) Given the product [Cl:21][C:22]1[CH:29]=[CH:28][C:25]([CH:26]=[C:15]([C:14](=[O:18])[CH2:13][C:12]([CH3:20])([CH3:19])[CH3:11])[C:16]#[N:17])=[CH:24][CH:23]=1, predict the reactants needed to synthesize it. The reactants are: N1CCCCC1.C(O)(=O)C.[CH3:11][C:12]([CH3:20])([CH3:19])[CH2:13][C:14](=[O:18])[CH2:15][C:16]#[N:17].[Cl:21][C:22]1[CH:29]=[CH:28][C:25]([CH:26]=O)=[CH:24][CH:23]=1. (2) Given the product [C:1]([N:4]1[C:13]2[C:8](=[CH:9][C:10]([C:14]#[N:15])=[CH:11][CH:12]=2)[C@H:7]([NH:16][C:17]2[CH:22]=[CH:21][CH:20]=[C:59]([O:60][CH2:61][CH2:62][O:63][Si:64]([C:67]([CH3:70])([CH3:69])[CH3:68])([CH3:66])[CH3:65])[CH:58]=2)[C@@H:6]([CH3:32])[C@@H:5]1[CH:33]1[CH2:35][CH2:34]1)(=[O:3])[CH3:2], predict the reactants needed to synthesize it. The reactants are: [C:1]([N:4]1[C:13]2[C:8](=[CH:9][C:10]([C:14]#[N:15])=[CH:11][CH:12]=2)[C@H:7]([NH:16][C:17]2[CH:22]=[CH:21][CH:20]=C(CO[Si](C(C)(C)C)(C)C)N=2)[C@@H:6]([CH3:32])[C@@H:5]1[CH:33]1[CH2:35][CH2:34]1)(=[O:3])[CH3:2].C(N1C2C(=CC(C#N)=CC=2)[C@H](N)[C@@H](C)[C@@H]1C1CC1)(=O)C.BrC1[CH:58]=[C:59](C=CC=1)[O:60][CH2:61][CH2:62][O:63][Si:64]([C:67]([CH3:70])([CH3:69])[CH3:68])([CH3:66])[CH3:65]. (3) The reactants are: C1([SiH3])C=CC=CC=1.[C:8]([S:12][S:13][CH2:14][C@H:15]([NH:111]C(=O)OCC=C)[C:16](=[O:110])[NH:17][CH2:18][CH2:19][CH2:20][CH2:21][C@H:22]1[C:54](=[O:55])[NH:53][C@@H:52]([CH2:56][CH:57]([CH3:59])[CH3:58])[C:51](=[O:60])[N:50]([CH3:61])[C@@H:49]([CH3:62])[C:48](=[O:63])[N:47]([CH3:64])[C@@H:46]([CH2:65][CH:66]([CH3:68])[CH3:67])[C:45](=[O:69])[NH:44][C@@H:43]([CH3:70])[C:42](=[O:71])[N:41]([CH3:72])[C@@H:40]([CH2:73][C:74]2[CH:79]=[CH:78][CH:77]=[CH:76][CH:75]=2)[C:39](=[O:80])[N:38]([CH3:81])[C@@H:37]([CH3:82])[C:36](=[O:83])[NH:35][C@@H:34]([CH3:84])[C:33](=[O:85])[NH:32][C@@H:31]([CH2:86][C:87]2[CH:92]=[CH:91][CH:90]=[CH:89][CH:88]=2)[C:30](=[O:93])[O:29][CH:28]([CH2:94][S:95][S:96][C:97]([CH3:100])([CH3:99])[CH3:98])[C:27](=[O:101])[NH:26][C@@H:25]([CH2:102][C:103]2[CH:108]=[CH:107][CH:106]=[CH:105][CH:104]=2)[C:24](=[O:109])[NH:23]1)([CH3:11])([CH3:10])[CH3:9]. Given the product [NH2:111][C@@H:15]([CH2:14][S:13][S:12][C:8]([CH3:11])([CH3:10])[CH3:9])[C:16]([NH:17][CH2:18][CH2:19][CH2:20][CH2:21][C@H:22]1[C:54](=[O:55])[NH:53][C@@H:52]([CH2:56][CH:57]([CH3:59])[CH3:58])[C:51](=[O:60])[N:50]([CH3:61])[C@@H:49]([CH3:62])[C:48](=[O:63])[N:47]([CH3:64])[C@@H:46]([CH2:65][CH:66]([CH3:67])[CH3:68])[C:45](=[O:69])[NH:44][C@@H:43]([CH3:70])[C:42](=[O:71])[N:41]([CH3:72])[C@@H:40]([CH2:73][C:74]2[CH:75]=[CH:76][CH:77]=[CH:78][CH:79]=2)[C:39](=[O:80])[N:38]([CH3:81])[C@@H:37]([CH3:82])[C:36](=[O:83])[NH:35][C@@H:34]([CH3:84])[C:33](=[O:85])[NH:32][C@@H:31]([CH2:86][C:87]2[CH:88]=[CH:89][CH:90]=[CH:91][CH:92]=2)[C:30](=[O:93])[O:29][CH:28]([CH2:94][S:95][S:96][C:97]([CH3:98])([CH3:99])[CH3:100])[C:27](=[O:101])[NH:26][C@@H:25]([CH2:102][C:103]2[CH:104]=[CH:105][CH:106]=[CH:107][CH:108]=2)[C:24](=[O:109])[NH:23]1)=[O:110], predict the reactants needed to synthesize it. (4) Given the product [Cl:13][C:14]1[CH:15]=[C:16]([CH:29]=[CH:30][C:31]=1[Cl:32])[CH2:17][N:18]([O:19][CH2:20][CH2:21][CH2:22][N:23]1[CH2:24][CH2:25][O:26][CH2:27][CH2:28]1)[C:8](=[O:9])[CH:7]=[C:5]1[C:4](=[O:11])[O:3][C:2]([CH3:12])([CH3:1])[O:6]1, predict the reactants needed to synthesize it. The reactants are: [CH3:1][C:2]1([CH3:12])[O:6][C:5](=[CH:7][C:8](Cl)=[O:9])[C:4](=[O:11])[O:3]1.[Cl:13][C:14]1[CH:15]=[C:16]([CH:29]=[CH:30][C:31]=1[Cl:32])[CH2:17][NH:18][O:19][CH2:20][CH2:21][CH2:22][N:23]1[CH2:28][CH2:27][O:26][CH2:25][CH2:24]1. (5) Given the product [C:1]([N:5]1[C:9]([CH2:10][CH2:11][CH3:12])=[CH:8][C:7]([CH2:13][CH2:14][CH2:15][N:28]2[CH2:29][CH2:30][N:25]([C:20]3[CH:21]=[CH:22][C:23]([CH3:24])=[C:18]([CH3:17])[CH:19]=3)[CH2:26][CH2:27]2)=[N:6]1)([CH3:4])([CH3:3])[CH3:2], predict the reactants needed to synthesize it. The reactants are: [C:1]([N:5]1[C:9]([CH2:10][CH2:11][CH3:12])=[CH:8][C:7]([CH2:13][CH2:14][CH:15]=O)=[N:6]1)([CH3:4])([CH3:3])[CH3:2].[CH3:17][C:18]1[CH:19]=[C:20]([N:25]2[CH2:30][CH2:29][NH:28][CH2:27][CH2:26]2)[CH:21]=[CH:22][C:23]=1[CH3:24].CCN(C(C)C)C(C)C.[BH-](OC(C)=O)(OC(C)=O)OC(C)=O.[Na+].